This data is from Catalyst prediction with 721,799 reactions and 888 catalyst types from USPTO. The task is: Predict which catalyst facilitates the given reaction. (1) Reactant: [F:1][C:2]1[CH:3]=[C:4]([CH:24]=[CH:25][C:26]=1[F:27])[CH2:5][C@H:6]1[CH2:11][C@H:10]([C:12](=[O:19])[CH2:13][C:14](OCC)=[O:15])[CH2:9][CH2:8][N:7]1[C:20]([O:22][CH3:23])=[O:21].[OH-].[Na+].[NH2:30]O.Cl. Product: [F:1][C:2]1[CH:3]=[C:4]([CH:24]=[CH:25][C:26]=1[F:27])[CH2:5][C@H:6]1[CH2:11][C@H:10]([C:12]2[O:19][NH:30][C:14](=[O:15])[CH:13]=2)[CH2:9][CH2:8][N:7]1[C:20]([O:22][CH3:23])=[O:21]. The catalyst class is: 24. (2) Reactant: O[CH2:2][C:3]([C:5]1[CH:6]=[C:7]([OH:12])[C:8](=[CH:10][CH:11]=1)[OH:9])=O.[Na].[Cl-].[H][H].[CH3:17][OH:18]. Product: [CH:11]1[C:5]([CH2:3][CH2:2][CH2:17][OH:18])=[CH:6][C:7]([OH:12])=[C:8]([OH:9])[CH:10]=1. The catalyst class is: 386. (3) Reactant: [NH2:1][C:2]1[C:3]([CH3:22])=[C:4]([CH:15]=[CH:16][C:17]=1[C:18]([F:21])([F:20])[F:19])[C:5]([C:7]1[CH:8]=[N:9][O:10][C:11]=1[CH:12]1[CH2:14][CH2:13]1)=[O:6].C(N(CC)CC)C.Cl. Product: [NH2:1][C:2]1[C:3]([CH3:22])=[C:4]([CH:15]=[CH:16][C:17]=1[C:18]([F:19])([F:20])[F:21])[C:5]([CH:7]([C:11]([CH:12]1[CH2:14][CH2:13]1)=[O:10])[C:8]#[N:9])=[O:6]. The catalyst class is: 4. (4) Reactant: [Cl:1][C:2]1[N:7]=[CH:6][C:5]([OH:8])=[CH:4][N:3]=1.[CH3:9][O:10][C:11]1[CH:12]=[C:13]([CH:19](O)[CH3:20])[CH:14]=[C:15]([O:17][CH3:18])[CH:16]=1.C(P(CCCC)CCCC)CCC.N(C(N1CCCCC1)=O)=NC(N1CCCCC1)=O. Product: [Cl:1][C:2]1[N:7]=[CH:6][C:5]([O:8][CH:19]([C:13]2[CH:12]=[C:11]([O:10][CH3:9])[CH:16]=[C:15]([O:17][CH3:18])[CH:14]=2)[CH3:20])=[CH:4][N:3]=1. The catalyst class is: 7. (5) Reactant: [CH2:1]([O:8][CH2:9][CH:10]([CH2:22][O:23]C)[O:11][CH2:12][CH2:13][NH:14][C:15](=[O:21])[O:16][C:17]([CH3:20])([CH3:19])[CH3:18])C1C=CC=CC=1. Product: [OH:23][CH2:22][CH:10]([CH2:9][O:8][CH3:1])[O:11][CH2:12][CH2:13][NH:14][C:15](=[O:21])[O:16][C:17]([CH3:18])([CH3:19])[CH3:20]. The catalyst class is: 352. (6) Reactant: C([SiH2][O:6][C:7](C)(C)[C:8]1[CH:13]=[CH:12][C:11]([C:14]2[CH:18]=[C:17]([C:19]([NH2:21])=[O:20])[O:16][N:15]=2)=[CH:10][CH:9]=1)(C)(C)C.N1C=CC=CC=1.O. Product: [OH:6][CH2:7][C:8]1[CH:9]=[CH:10][C:11]([C:14]2[CH:18]=[C:17]([C:19]([NH2:21])=[O:20])[O:16][N:15]=2)=[CH:12][CH:13]=1. The catalyst class is: 1. (7) Reactant: [OH:1][C:2]1[C:3]([CH3:16])=[C:4]([NH:8][C:9](=[O:15])[O:10][C:11]([CH3:14])([CH3:13])[CH3:12])[CH:5]=[CH:6][CH:7]=1.[H-].[Na+].FC(F)(F)S(O[C:25]1[C:34]2[C:33](=[O:35])[N:32]([CH3:36])[C:31](=[O:37])[N:30]([C:38]3[CH:43]=[CH:42][C:41]([I:44])=[CH:40][C:39]=3[F:45])[C:29]=2[N:28]([CH3:46])[C:27](=[O:47])[CH:26]=1)(=O)=O. Product: [CH3:36][N:32]1[C:33](=[O:35])[C:34]2[C:25]([O:1][C:2]3[C:3]([CH3:16])=[C:4]([NH:8][C:9](=[O:15])[O:10][C:11]([CH3:12])([CH3:13])[CH3:14])[CH:5]=[CH:6][CH:7]=3)=[CH:26][C:27](=[O:47])[N:28]([CH3:46])[C:29]=2[N:30]([C:38]2[CH:43]=[CH:42][C:41]([I:44])=[CH:40][C:39]=2[F:45])[C:31]1=[O:37]. The catalyst class is: 7. (8) Reactant: [CH3:1][O:2][C:3](=[O:19])[NH:4][C:5]1[O:6][C:7]2[C:13]([N+:14]([O-])=O)=[CH:12][CH:11]=[C:10]([O:17][CH3:18])[C:8]=2[N:9]=1. Product: [CH3:1][O:2][C:3](=[O:19])[NH:4][C:5]1[O:6][C:7]2[C:13]([NH2:14])=[CH:12][CH:11]=[C:10]([O:17][CH3:18])[C:8]=2[N:9]=1. The catalyst class is: 886. (9) Reactant: C[O:2][C:3](=[O:25])[C:4]1[CH:9]=[CH:8][CH:7]=[C:6]([NH:10][C:11]([NH:13][CH:14]2[CH:21]3[CH2:22][CH:17]4[CH2:18][CH:19]([CH2:23][CH:15]2[CH2:16]4)[CH2:20]3)=[O:12])[C:5]=1[CH3:24].[OH-].[Na+]. Product: [CH:15]12[CH2:23][CH:19]3[CH2:18][CH:17]([CH2:22][CH:21]([CH2:20]3)[CH:14]1[NH:13][C:11](=[O:12])[NH:10][C:6]1[C:5]([CH3:24])=[C:4]([CH:9]=[CH:8][CH:7]=1)[C:3]([OH:25])=[O:2])[CH2:16]2. The catalyst class is: 5. (10) Reactant: Br[C:2]1[CH:7]=[CH:6][C:5]([C:8]([C:15]2[CH:16]=[N:17][CH:18]=[N:19][CH:20]=2)([O:13][CH3:14])[C:9]([CH3:12])([CH3:11])[CH3:10])=[C:4]([F:21])[CH:3]=1.[F:22][C:23]([F:35])([F:34])[O:24][C:25]1[CH:30]=[CH:29][C:28](B(O)O)=[CH:27][CH:26]=1.C([O-])([O-])=O.[K+].[K+].CN(C=O)C. Product: [F:21][C:4]1[CH:3]=[C:2]([C:28]2[CH:27]=[CH:26][C:25]([O:24][C:23]([F:22])([F:34])[F:35])=[CH:30][CH:29]=2)[CH:7]=[CH:6][C:5]=1[C:8]([C:15]1[CH:16]=[N:17][CH:18]=[N:19][CH:20]=1)([O:13][CH3:14])[C:9]([CH3:12])([CH3:11])[CH3:10]. The catalyst class is: 103.